Dataset: Forward reaction prediction with 1.9M reactions from USPTO patents (1976-2016). Task: Predict the product of the given reaction. (1) Given the reactants [C:1]([OH:9])(=[O:8])/[C:2](=[C:4](\[CH:6]=O)/[Cl:5])/[Cl:3].[NH:10]1[CH2:16][C:14](=[O:15])[NH:13][C:11]1=[O:12].[OH-].[Na+].Cl, predict the reaction product. The product is: [Cl:5][C:4]1[CH:6]([CH:16]2[NH:10][C:11](=[O:12])[NH:13][C:14]2=[O:15])[O:9][C:1](=[O:8])[C:2]=1[Cl:3]. (2) Given the reactants Cl[C:2]1[N:7]=[C:6]([N:8]2[C@@H:12]([C:13]3[CH:18]=[CH:17][CH:16]=[CH:15][CH:14]=3)[C:11]([CH3:20])([CH3:19])[O:10][C:9]2=[O:21])[CH:5]=[CH:4][N:3]=1.[C:22]1([C@@H:28]([NH2:30])[CH3:29])[CH:27]=[CH:26][CH:25]=[CH:24][CH:23]=1, predict the reaction product. The product is: [CH3:19][C:11]1([CH3:20])[O:10][C:9](=[O:21])[N:8]([C:6]2[CH:5]=[CH:4][N:3]=[C:2]([NH:30][C@H:28]([C:22]3[CH:27]=[CH:26][CH:25]=[CH:24][CH:23]=3)[CH3:29])[N:7]=2)[C@H:12]1[C:13]1[CH:18]=[CH:17][CH:16]=[CH:15][CH:14]=1.